From a dataset of Forward reaction prediction with 1.9M reactions from USPTO patents (1976-2016). Predict the product of the given reaction. Given the reactants C(OC(=O)[NH:7][C:8]1([C:13]([OH:16])([CH3:15])[CH3:14])[CH2:12][CH2:11][CH2:10][CH2:9]1)(C)(C)C.CO.[ClH:20], predict the reaction product. The product is: [ClH:20].[NH2:7][C:8]1([C:13]([OH:16])([CH3:15])[CH3:14])[CH2:12][CH2:11][CH2:10][CH2:9]1.